This data is from Forward reaction prediction with 1.9M reactions from USPTO patents (1976-2016). The task is: Predict the product of the given reaction. (1) Given the reactants [CH3:1][O:2][C:3]1[CH:4]=[C:5]([C:13]2[CH:18]=[C:17]([CH2:19][N:20]3[CH2:25][CH2:24][NH:23][CH2:22][CH2:21]3)[CH:16]=[CH:15][N:14]=2)[CH:6]=[C:7]([O:11][CH3:12])[C:8]=1[O:9][CH3:10].Cl.[C:27]([Cl:35])(=[O:34])[C:28]1[CH:33]=[CH:32][CH:31]=[N:30][CH:29]=1, predict the reaction product. The product is: [C:27]([N:23]1[CH2:24][CH2:25][N:20]([CH2:19][C:17]2[CH:16]=[CH:15][N:14]=[C:13]([C:5]3[CH:6]=[C:7]([O:11][CH3:12])[C:8]([O:9][CH3:10])=[C:3]([O:2][CH3:1])[CH:4]=3)[CH:18]=2)[CH2:21][CH2:22]1)(=[O:34])[C:28]1[CH:33]=[CH:32][CH:31]=[N:30][CH:29]=1.[ClH:35]. (2) The product is: [F:11][C:12]1[CH:17]=[CH:16][CH:15]=[C:14]([F:18])[C:13]=1[C:2]1[C:3]([C:4]#[N:5])=[C:6]([F:10])[CH:7]=[CH:8][CH:9]=1. Given the reactants Br[C:2]1[CH:9]=[CH:8][CH:7]=[C:6]([F:10])[C:3]=1[C:4]#[N:5].[F:11][C:12]1[CH:17]=[CH:16][CH:15]=[C:14]([F:18])[C:13]=1B(O)O.P([O-])([O-])([O-])=O.[K+].[K+].[K+], predict the reaction product. (3) Given the reactants [CH3:1][NH:2][CH3:3].[F:4][C:5]([F:22])([F:21])[C:6]([N:8]1[CH2:14][CH2:13][C:12]2[CH:15]=[CH:16][C:17]([CH:19]=O)=[CH:18][C:11]=2[CH2:10][CH2:9]1)=[O:7].C(O[BH-](OC(=O)C)OC(=O)C)(=O)C.[Na+].C([O-])(O)=O.[Na+], predict the reaction product. The product is: [CH3:1][N:2]([CH2:19][C:17]1[CH:16]=[CH:15][C:12]2[CH2:13][CH2:14][N:8]([C:6](=[O:7])[C:5]([F:22])([F:4])[F:21])[CH2:9][CH2:10][C:11]=2[CH:18]=1)[CH3:3]. (4) Given the reactants [Li]CCCC.Br[C:7]1[CH:8]=[N:9][CH:10]=[C:11]([C:13]#[C:14][CH2:15][CH3:16])[CH:12]=1.[B:17](OC(C)C)([O:22]C(C)C)[O:18]C(C)C.Cl.[OH-].[Na+], predict the reaction product. The product is: [C:13]([C:11]1[CH:12]=[C:7]([B:17]([OH:22])[OH:18])[CH:8]=[N:9][CH:10]=1)#[C:14][CH2:15][CH3:16]. (5) Given the reactants Br[C:2]1[N:7]=[C:6]([Cl:8])[C:5]2[N:9]=[C:10]([C:14]3[C:15]([NH2:19])=[N:16][O:17][N:18]=3)[N:11]([CH2:12][CH3:13])[C:4]=2[CH:3]=1.B(OC)(OC)[O:21]C.C([Li])CCC, predict the reaction product. The product is: [NH2:19][C:15]1[C:14]([C:10]2[N:11]([CH2:12][CH3:13])[C:4]3[C:5]([N:9]=2)=[C:6]([Cl:8])[NH:7][C:2](=[O:21])[CH:3]=3)=[N:18][O:17][N:16]=1. (6) Given the reactants [Cl:1][C:2]1[N:3]=[N:4][C:5]([NH:8][NH2:9])=[CH:6][CH:7]=1.[OH:10][C@H:11]([CH3:15])[C:12](O)=O.CC1C=CC(S(O)(=O)=O)=CC=1.O, predict the reaction product. The product is: [Cl:1][C:2]1[CH:7]=[CH:6][C:5]2[N:4]([C:12]([C@H:11]([OH:10])[CH3:15])=[N:9][N:8]=2)[N:3]=1.